This data is from Forward reaction prediction with 1.9M reactions from USPTO patents (1976-2016). The task is: Predict the product of the given reaction. (1) Given the reactants [CH3:1][Si:2]([CH3:19])([CH3:18])[CH2:3][CH2:4][O:5][CH2:6][N:7]1[C:11]2[CH:12]=[CH:13][CH:14]=[CH:15][C:10]=2[N:9]=[C:8]1[CH2:16][OH:17], predict the reaction product. The product is: [CH3:1][Si:2]([CH3:19])([CH3:18])[CH2:3][CH2:4][O:5][CH2:6][N:7]1[C:11]2[CH:12]=[CH:13][CH:14]=[CH:15][C:10]=2[N:9]=[C:8]1[CH:16]=[O:17]. (2) Given the reactants P(Cl)(Cl)(Cl)(Cl)[Cl:2].[Na+].[C:8]1([CH3:18])[CH:13]=[CH:12][C:11]([S:14]([O-])(=[O:16])=[O:15])=[CH:10][CH:9]=1, predict the reaction product. The product is: [C:8]1([CH3:18])[CH:13]=[CH:12][C:11]([S:14]([Cl:2])(=[O:16])=[O:15])=[CH:10][CH:9]=1. (3) Given the reactants [OH-].[K+].[C@H:3]1([C:10]([O:12]C)=[O:11])[CH2:5][C@@H:4]1[C:6]([O:8][CH3:9])=[O:7], predict the reaction product. The product is: [CH3:9][O:8][C:6]([C@H:4]1[CH2:5][C@@H:3]1[C:10]([OH:12])=[O:11])=[O:7]. (4) Given the reactants [C:1]([NH:4][C:5]1[CH:6]=[C:7]([C:11]2[CH:16]=[N:15][CH:14]=[C:13](Cl)[N:12]=2)[CH:8]=[CH:9][CH:10]=1)(=[O:3])[CH3:2].[NH2:18][C:19]1[CH:20]=[C:21]([CH:33]=[CH:34][CH:35]=1)[O:22][CH2:23][CH2:24][NH:25][C:26](=[O:32])[O:27][C:28]([CH3:31])([CH3:30])[CH3:29].F[B-](F)(F)F.C(C1C=CC=C(C(C)C)C=1[N+]1CCN(C2C(C(C)C)=CC=CC=2C(C)C)C=1)(C)C.CC(C)([O-])C.[K+], predict the reaction product. The product is: [C:1]([NH:4][C:5]1[CH:6]=[C:7]([C:11]2[N:12]=[C:13]([NH:18][C:19]3[CH:20]=[C:21]([CH:33]=[CH:34][CH:35]=3)[O:22][CH2:23][CH2:24][NH:25][C:26](=[O:32])[O:27][C:28]([CH3:31])([CH3:30])[CH3:29])[CH:14]=[N:15][CH:16]=2)[CH:8]=[CH:9][CH:10]=1)(=[O:3])[CH3:2]. (5) Given the reactants [I:1][C:2]1[CH:3]=[C:4]2[N:10]=[C:9]([NH:11]C(=O)OCC)[N:8]([CH2:17][C:18]3[CH:23]=[CH:22][C:21]([O:24][CH2:25][C:26]4[CH:27]=[N:28][C:29]([O:32][CH3:33])=[CH:30][CH:31]=4)=[C:20]([O:34][CH3:35])[CH:19]=3)[C:5]2=[N:6][CH:7]=1.[OH-].[K+], predict the reaction product. The product is: [I:1][C:2]1[CH:3]=[C:4]2[N:10]=[C:9]([NH2:11])[N:8]([CH2:17][C:18]3[CH:23]=[CH:22][C:21]([O:24][CH2:25][C:26]4[CH:27]=[N:28][C:29]([O:32][CH3:33])=[CH:30][CH:31]=4)=[C:20]([O:34][CH3:35])[CH:19]=3)[C:5]2=[N:6][CH:7]=1. (6) Given the reactants Cl[C:2]1[N:7]=[C:6]([C:8]([F:11])([F:10])[F:9])[CH:5]=[C:4]([C:12]2[CH:17]=[CH:16][C:15]([C:18]([F:21])([F:20])[F:19])=[CH:14][CH:13]=2)[N:3]=1.[NH:22]1[CH:26]=[N:25][C:24]([C:27]2[CH:28]=[N:29][CH:30]=[CH:31][CH:32]=2)=[N:23]1, predict the reaction product. The product is: [N:29]1[CH:30]=[CH:31][CH:32]=[C:27]([C:24]2[N:25]=[CH:26][N:22]([C:2]3[N:7]=[C:6]([C:8]([F:11])([F:10])[F:9])[CH:5]=[C:4]([C:12]4[CH:17]=[CH:16][C:15]([C:18]([F:21])([F:20])[F:19])=[CH:14][CH:13]=4)[N:3]=3)[N:23]=2)[CH:28]=1. (7) Given the reactants [B:10]1([B:10]2[O:14][C:13]([CH3:16])([CH3:15])[C:12]([CH3:18])([CH3:17])[O:11]2)[O:14][C:13]([CH3:16])([CH3:15])[C:12]([CH3:18])([CH3:17])[O:11]1.CC([O-])=O.[K+].Br[C:25]1[CH:30]=[CH:29][C:28]([N:31]([C:40]2[CH:45]=[CH:44][CH:43]=[CH:42][CH:41]=2)[C:32]2[CH:39]=[CH:38][C:35]([CH:36]=[O:37])=[CH:34][CH:33]=2)=[CH:27][CH:26]=1, predict the reaction product. The product is: [C:28]1([N:31]([C:40]2[CH:45]=[CH:44][C:43]([B:10]3[O:11][C:12]([CH3:17])([CH3:18])[C:13]([CH3:15])([CH3:16])[O:14]3)=[CH:42][CH:41]=2)[C:32]2[CH:39]=[CH:38][C:35]([CH:36]=[O:37])=[CH:34][CH:33]=2)[CH:29]=[CH:30][CH:25]=[CH:26][CH:27]=1. (8) Given the reactants [N+:1]([C:4]1[C:5]([Cl:11])=[N:6][C:7]([Cl:10])=[CH:8][CH:9]=1)([O-])=O.[Cl-].[NH4+], predict the reaction product. The product is: [Cl:11][C:5]1[C:4]([NH2:1])=[CH:9][CH:8]=[C:7]([Cl:10])[N:6]=1. (9) Given the reactants [CH:1]([O:4][C:5]([N:7]1[CH2:12][CH2:11][CH:10]([O:13][N:14]=[C:15]2[CH2:20][CH2:19][N:18]([C:21]3[C:26]([F:27])=[CH:25][C:24]([CH2:28][OH:29])=[C:23](Cl)[N:22]=3)[CH2:17][CH2:16]2)[CH2:9][CH2:8]1)=[O:6])([CH3:3])[CH3:2].[CH3:31]B1OB(C)OB(C)O1.C(=O)([O-])[O-].[K+].[K+], predict the reaction product. The product is: [CH:1]([O:4][C:5]([N:7]1[CH2:12][CH2:11][CH:10]([O:13][N:14]=[C:15]2[CH2:20][CH2:19][N:18]([C:21]3[C:26]([F:27])=[CH:25][C:24]([CH2:28][OH:29])=[C:23]([CH3:31])[N:22]=3)[CH2:17][CH2:16]2)[CH2:9][CH2:8]1)=[O:6])([CH3:3])[CH3:2]. (10) Given the reactants Br[C:2]1[CH:3]=[CH:4][C:5]([O:8][CH3:9])=[N:6][CH:7]=1.[CH3:10][O:11][C:12]1[CH:17]=[CH:16][C:15](B(O)O)=[CH:14][CH:13]=1, predict the reaction product. The product is: [CH3:9][O:8][C:5]1[CH:4]=[CH:3][C:2]([C:15]2[CH:16]=[CH:17][C:12]([O:11][CH3:10])=[CH:13][CH:14]=2)=[CH:7][N:6]=1.